Dataset: Forward reaction prediction with 1.9M reactions from USPTO patents (1976-2016). Task: Predict the product of the given reaction. (1) Given the reactants [CH3:1][C:2]1[S:3][C:4]2[CH:10]=[CH:9][C:8]([NH2:11])=[CH:7][C:5]=2[N:6]=1.Br[CH2:13][C:14]([C:16]1([CH3:19])[CH2:18][CH2:17]1)=[O:15].C(=O)([O-])[O-].[Na+].[Na+], predict the reaction product. The product is: [CH3:1][C:2]1[S:3][C:4]2[CH:10]=[CH:9][C:8]([NH:11][CH2:13][C:14]([C:16]3([CH3:19])[CH2:18][CH2:17]3)=[O:15])=[CH:7][C:5]=2[N:6]=1. (2) Given the reactants [NH2:1][C:2]1[CH:7]=[C:6]([O:8][C:9]2[CH:14]=[CH:13][C:12]([NH2:15])=[C:11]([Cl:16])[CH:10]=2)[CH:5]=[CH:4][N:3]=1.[CH2:17]([N:19]([CH2:22][CH3:23])[CH2:20]C)[CH3:18].ClC(OC1C=CC=CC=1)=[O:26].N1CCCC1, predict the reaction product. The product is: [NH2:15][C:12]1[CH:13]=[CH:14][C:9]([O:8][C:6]2[CH:5]=[CH:4][N:3]=[C:2]([NH:1][C:20]([N:19]3[CH2:22][CH2:23][CH2:18][CH2:17]3)=[O:26])[CH:7]=2)=[CH:10][C:11]=1[Cl:16]. (3) Given the reactants [C:1](Cl)(=[O:3])[CH3:2].[NH2:5][C:6]1[CH:7]=[C:8]([CH:21]=[CH:22][CH:23]=1)[C:9]([C:11]1[CH:12]=[C:13]2[C:17](=[CH:18][CH:19]=1)[NH:16][C:15](=[O:20])[CH2:14]2)=[O:10], predict the reaction product. The product is: [O:20]=[C:15]1[CH2:14][C:13]2[C:17](=[CH:18][CH:19]=[C:11]([C:9]([C:8]3[CH:7]=[C:6]([NH:5][C:1](=[O:3])[CH3:2])[CH:23]=[CH:22][CH:21]=3)=[O:10])[CH:12]=2)[NH:16]1. (4) Given the reactants [Cl:1][C:2]1[C:7]([CH3:8])=[CH:6][C:5]([S:9]([NH:12][C:13]2[CH:14]=[C:15]([C:19]3[CH:24]=[CH:23][C:22]([CH:25]=O)=[CH:21][CH:20]=3)[CH:16]=[CH:17][CH:18]=2)(=[O:11])=[O:10])=[C:4]([CH3:27])[CH:3]=1.C[O:29][C:30]([C@@H:32]1[C@@H:36]([OH:37])[CH2:35][CH2:34][NH:33]1)=[O:31], predict the reaction product. The product is: [Cl:1][C:2]1[C:7]([CH3:8])=[CH:6][C:5]([S:9]([NH:12][C:13]2[CH:14]=[C:15]([C:19]3[CH:24]=[CH:23][C:22]([CH2:25][N:33]4[CH2:34][CH2:35][C@H:36]([OH:37])[C@H:32]4[C:30]([OH:29])=[O:31])=[CH:21][CH:20]=3)[CH:16]=[CH:17][CH:18]=2)(=[O:11])=[O:10])=[C:4]([CH3:27])[CH:3]=1.